This data is from Forward reaction prediction with 1.9M reactions from USPTO patents (1976-2016). The task is: Predict the product of the given reaction. (1) The product is: [Cl:29][C:26]1[CH:25]=[N:24][C:23]([NH:20][C:17]2[CH:18]=[CH:19][C:14]([CH:10]3[O:11][CH2:12][CH2:13][N:8]([C:6]([O:5][C:1]([CH3:4])([CH3:2])[CH3:3])=[O:7])[CH2:9]3)=[CH:15][C:16]=2[F:21])=[N:28][CH:27]=1. Given the reactants [C:1]([O:5][C:6]([N:8]1[CH2:13][CH2:12][O:11][CH:10]([C:14]2[CH:19]=[CH:18][C:17]([NH2:20])=[C:16]([F:21])[CH:15]=2)[CH2:9]1)=[O:7])([CH3:4])([CH3:3])[CH3:2].Cl[C:23]1[N:28]=[CH:27][C:26]([Cl:29])=[CH:25][N:24]=1.C(=O)([O-])[O-].[Cs+].[Cs+], predict the reaction product. (2) Given the reactants Cl[C:2]1[C:11]([N:12]([CH:14]([CH3:16])[CH3:15])[CH3:13])=[N:10][C:9]2[C:4](=[CH:5][CH:6]=[C:7]([C:17]([O:19][CH3:20])=[O:18])[CH:8]=2)[N:3]=1.[F:21][C:22]1[CH:23]=[C:24](B(O)O)[CH:25]=[CH:26][C:27]=1[F:28].[O-]P([O-])([O-])=O.[K+].[K+].[K+], predict the reaction product. The product is: [F:21][C:22]1[CH:23]=[C:24]([C:2]2[C:11]([N:12]([CH:14]([CH3:16])[CH3:15])[CH3:13])=[N:10][C:9]3[C:4](=[CH:5][CH:6]=[C:7]([C:17]([O:19][CH3:20])=[O:18])[CH:8]=3)[N:3]=2)[CH:25]=[CH:26][C:27]=1[F:28].